From a dataset of Peptide-MHC class II binding affinity with 134,281 pairs from IEDB. Regression. Given a peptide amino acid sequence and an MHC pseudo amino acid sequence, predict their binding affinity value. This is MHC class II binding data. The binding affinity (normalized) is 0.474. The MHC is DRB1_0101 with pseudo-sequence DRB1_0101. The peptide sequence is PMLCRNKTKKEGSNI.